This data is from Reaction yield outcomes from USPTO patents with 853,638 reactions. The task is: Predict the reaction yield, written as a fraction of the theoretical maximum amount of product (1.0 means a 100% yield; for example, 0.34 means a 34% yield). The reactants are [NH2:1][C:2]1[CH:10]=[CH:9][C:5]([C:6]([NH2:8])=[O:7])=[CH:4][CH:3]=1.N1C=CC=CC=1.Cl[C:18]([O:20][C:21]1[CH:26]=[CH:25][CH:24]=[CH:23][CH:22]=1)=[O:19].CCCCC. The catalyst is C(Cl)Cl.C(OCC)C. The product is [C:6]([C:5]1[CH:9]=[CH:10][C:2]([NH:1][C:18](=[O:19])[O:20][C:21]2[CH:26]=[CH:25][CH:24]=[CH:23][CH:22]=2)=[CH:3][CH:4]=1)(=[O:7])[NH2:8]. The yield is 0.770.